Dataset: Reaction yield outcomes from USPTO patents with 853,638 reactions. Task: Predict the reaction yield, written as a fraction of the theoretical maximum amount of product (1.0 means a 100% yield; for example, 0.34 means a 34% yield). (1) The reactants are Br[C:2]1[CH:7]=[CH:6][C:5]([Br:8])=[CH:4][N:3]=1.CN[C:11]1[CH:12]=[C:13](B(O)O)[CH:14]=[CH:15][CH:16]=1.O.[CH3:21][N:22](C)C=O. The catalyst is C1C=CC([P]([Pd]([P](C2C=CC=CC=2)(C2C=CC=CC=2)C2C=CC=CC=2)([P](C2C=CC=CC=2)(C2C=CC=CC=2)C2C=CC=CC=2)[P](C2C=CC=CC=2)(C2C=CC=CC=2)C2C=CC=CC=2)(C2C=CC=CC=2)C2C=CC=CC=2)=CC=1. The product is [Br:8][C:5]1[CH:6]=[CH:7][C:2]([C:15]2[CH:14]=[C:13]([CH2:21][NH2:22])[CH:12]=[CH:11][CH:16]=2)=[N:3][CH:4]=1. The yield is 0.520. (2) The reactants are [CH3:1][C:2]1[CH:3]=[C:4]([CH:8]=[CH:9][CH:10]=1)[C:5]([OH:7])=[O:6].[Br:11]NC(=O)CCC(N)=O. The catalyst is C(Cl)(Cl)(Cl)Cl.CC(N=NC(C#N)(C)C)(C#N)C. The product is [Br:11][CH2:1][C:2]1[CH:3]=[C:4]([CH:8]=[CH:9][CH:10]=1)[C:5]([OH:7])=[O:6]. The yield is 0.850.